From a dataset of Catalyst prediction with 721,799 reactions and 888 catalyst types from USPTO. Predict which catalyst facilitates the given reaction. (1) The catalyst class is: 43. Product: [CH:1]1([CH2:6][CH:7]([C:22]2[NH:31][C:25]3=[N:26][CH:27]=[C:28]([F:30])[CH:29]=[C:24]3[CH:23]=2)[C:8]2[CH:13]=[CH:12][C:11]([S:14]([CH2:17][CH2:18][O:19][CH2:20][CH3:21])(=[O:16])=[O:15])=[CH:10][CH:9]=2)[CH2:5][CH2:4][CH2:3][CH2:2]1. Reactant: [CH:1]1([CH:6]=[C:7]([C:22]2[NH:31][C:25]3=[N:26][CH:27]=[C:28]([F:30])[CH:29]=[C:24]3[CH:23]=2)[C:8]2[CH:13]=[CH:12][C:11]([S:14]([CH2:17][CH2:18][O:19][CH2:20][CH3:21])(=[O:16])=[O:15])=[CH:10][CH:9]=2)[CH2:5][CH2:4][CH2:3][CH2:2]1. (2) Reactant: [C:1]([C:3]1[CH:4]=[C:5]2[C:9](=[CH:10][CH:11]=1)[C:8](=[O:12])[CH2:7][CH2:6]2)#[N:2].[BH4-].[Na+]. Product: [C:1]([C:3]1[CH:4]=[C:5]2[C:9](=[CH:10][CH:11]=1)[CH:8]([OH:12])[CH2:7][CH2:6]2)#[N:2]. The catalyst class is: 100.